Dataset: Forward reaction prediction with 1.9M reactions from USPTO patents (1976-2016). Task: Predict the product of the given reaction. (1) The product is: [CH3:27][S:28]([O:19][CH2:18][C:3]1([CH2:1][CH3:2])[CH2:4][O:5][CH:6]([C:9]2[N:13]([CH3:14])[N:12]=[CH:11][C:10]=2[N+:15]([O-:17])=[O:16])[O:7][CH2:8]1)(=[O:30])=[O:29]. Given the reactants [CH2:1]([C:3]1([CH2:18][OH:19])[CH2:8][O:7][CH:6]([C:9]2[N:13]([CH3:14])[N:12]=[CH:11][C:10]=2[N+:15]([O-:17])=[O:16])[O:5][CH2:4]1)[CH3:2].CCN(CC)CC.[CH3:27][S:28](Cl)(=[O:30])=[O:29], predict the reaction product. (2) Given the reactants Br[C:2]1[CH:3]=[C:4]2[C:9](=[CH:10][CH:11]=1)[N:8]=[CH:7][CH:6]=[CH:5]2.[C:12]([Cu])#[N:13], predict the reaction product. The product is: [N:8]1[C:9]2[C:4](=[CH:3][C:2]([C:12]#[N:13])=[CH:11][CH:10]=2)[CH:5]=[CH:6][CH:7]=1. (3) Given the reactants [Br:1][C:2]1[CH:7]=[CH:6][C:5]([N:8]2[CH2:13][CH:12]([CH3:14])[CH2:11][CH:10]([CH3:15])[CH2:9]2)=[C:4]([N+:16]([O-])=O)[CH:3]=1.[Cl-].[NH4+], predict the reaction product. The product is: [Br:1][C:2]1[CH:7]=[CH:6][C:5]([N:8]2[CH2:13][CH:12]([CH3:14])[CH2:11][CH:10]([CH3:15])[CH2:9]2)=[C:4]([CH:3]=1)[NH2:16]. (4) Given the reactants C([N:8]1[CH2:13][CH2:12][O:11][C:10]([CH2:17][O:18][CH3:19])([CH2:14][O:15][CH3:16])[CH2:9]1)C1C=CC=CC=1.[ClH:20], predict the reaction product. The product is: [ClH:20].[CH3:16][O:15][CH2:14][C:10]1([CH2:17][O:18][CH3:19])[O:11][CH2:12][CH2:13][NH:8][CH2:9]1. (5) Given the reactants C([C@@H]1N(C(=O)C2C=CC(OC3C=CC=CC=3)=CC=2)C[C@H](CC(C)C)NC1=O)C(C)C.[CH2:31]([C@@H:35]1[NH:40][CH2:39][C@H:38]([CH2:41][CH:42]([CH3:44])[CH3:43])[NH:37][C:36]1=[O:45])[CH:32]([CH3:34])[CH3:33].[CH3:46][S:47]([C:50]1[CH:55]=[CH:54][C:53](/[CH:56]=[CH:57]/[C:58](O)=[O:59])=[CH:52][CH:51]=1)(=[O:49])=[O:48], predict the reaction product. The product is: [CH2:31]([C@@H:35]1[N:40]([C:58](=[O:59])/[CH:57]=[CH:56]/[C:53]2[CH:52]=[CH:51][C:50]([S:47]([CH3:46])(=[O:48])=[O:49])=[CH:55][CH:54]=2)[CH2:39][C@H:38]([CH2:41][CH:42]([CH3:44])[CH3:43])[NH:37][C:36]1=[O:45])[CH:32]([CH3:34])[CH3:33]. (6) Given the reactants [CH2:1]([O:3][C:4]([C:6]1[N:7]=[C:8]([N:22]2[CH2:27][CH2:26][N:25]([CH2:28][CH2:29][OH:30])[CH2:24][CH2:23]2)[N:9]([CH3:21])[C:10](=[O:20])[C:11]=1[O:12]CC1C=CC=CC=1)=[O:5])[CH3:2], predict the reaction product. The product is: [CH2:1]([O:3][C:4]([C:6]1[N:7]=[C:8]([N:22]2[CH2:23][CH2:24][N:25]([CH2:28][CH2:29][OH:30])[CH2:26][CH2:27]2)[N:9]([CH3:21])[C:10](=[O:20])[C:11]=1[OH:12])=[O:5])[CH3:2].